From a dataset of Catalyst prediction with 721,799 reactions and 888 catalyst types from USPTO. Predict which catalyst facilitates the given reaction. (1) The catalyst class is: 46. Reactant: C(=O)([O-])[O-].[Ca+2].[C:6](Cl)(Cl)=[S:7].[F:10][C:11]([F:20])([F:19])[C:12]1[CH:17]=[CH:16][N:15]=[C:14]([NH2:18])[CH:13]=1.Cl. Product: [N:18]([C:14]1[CH:13]=[C:12]([C:11]([F:19])([F:10])[F:20])[CH:17]=[CH:16][N:15]=1)=[C:6]=[S:7]. (2) Product: [C:39]([C@H:23]1[CH2:24][N:25]([C:26]([C:28]2[CH:33]=[CH:32][CH:31]=[CH:30][C:29]=2[N:34]2[N:38]=[CH:37][CH:36]=[N:35]2)=[O:27])[C@H:20]([CH3:19])[CH2:21][CH2:22]1)#[CH:1]. Reactant: [C:1](=O)([O-])[O-].[K+].[K+].[N+](=C(P(=O)(OC)OC)C(=O)C)=[N-].[CH3:19][C@H:20]1[N:25]([C:26]([C:28]2[CH:33]=[CH:32][CH:31]=[CH:30][C:29]=2[N:34]2[N:38]=[CH:37][CH:36]=[N:35]2)=[O:27])[CH2:24][C@H:23]([CH:39]=O)[CH2:22][CH2:21]1. The catalyst class is: 5. (3) Reactant: [CH:1]([C:3]1[CH:8]=[CH:7][CH:6]=[CH:5][C:4]=1[CH:9]=[CH2:10])=[CH2:2].[CH:11]([C:13]1[CH:18]=[CH:17][CH:16]=[CH:15][C:14]=1[CH3:19])=[CH2:12].O. Product: [CH:1]([C:3]1[CH:8]=[CH:7][CH:6]=[CH:5][C:4]=1[CH:9]=[CH2:10])=[CH2:2].[CH:11]([C:13]1[CH:18]=[CH:17][CH:16]=[CH:15][C:14]=1[CH3:19])=[CH2:12]. The catalyst class is: 11. (4) Reactant: [Cl:1][C:2]1[CH:3]=[C:4]([CH2:14][C:15]([OH:17])=O)[CH:5]=[CH:6][C:7]=1[S:8][CH:9]1[CH2:13][CH2:12][CH2:11][CH2:10]1.C(=O)([O-])[O-].[K+].[K+].CC(C)(C)C(Cl)=O.[CH3:31][C@@H:32]([NH:41][CH3:42])[C@H:33]([OH:40])[C:34]1[CH:39]=[CH:38][CH:37]=[CH:36][CH:35]=1. Product: [Cl:1][C:2]1[CH:3]=[C:4]([CH2:14][C:15]([N:41]([C@H:32]([CH3:31])[C@H:33]([OH:40])[C:34]2[CH:39]=[CH:38][CH:37]=[CH:36][CH:35]=2)[CH3:42])=[O:17])[CH:5]=[CH:6][C:7]=1[S:8][CH:9]1[CH2:10][CH2:11][CH2:12][CH2:13]1. The catalyst class is: 21. (5) Reactant: [CH3:1][S:2][CH3:3].[Na].[Cl:5][C:6]1[CH:11]=C(Cl)[N:9]=[C:8]([NH2:13])[N:7]=1. Product: [Cl:5][C:6]1[CH:11]=[C:1]([S:2][CH3:3])[N:9]=[C:8]([NH2:13])[N:7]=1. The catalyst class is: 9. (6) Reactant: [C:1]([C:5]1[CH:6]=[C:7]([OH:11])[CH:8]=[CH:9][CH:10]=1)([CH3:4])([CH3:3])[CH3:2].[F:12][C:13]([F:33])([F:32])[S:14](N(C1C=CC(Cl)=CN=1)[S:14]([C:13]([F:33])([F:32])[F:12])(=[O:16])=[O:15])(=[O:16])=[O:15]. Product: [C:1]([C:5]1[CH:6]=[C:7]([O:11][S:14]([C:13]([F:33])([F:32])[F:12])(=[O:16])=[O:15])[CH:8]=[CH:9][CH:10]=1)([CH3:4])([CH3:2])[CH3:3]. The catalyst class is: 112.